Dataset: Full USPTO retrosynthesis dataset with 1.9M reactions from patents (1976-2016). Task: Predict the reactants needed to synthesize the given product. (1) Given the product [C:83]([N:80]1[CH2:79][CH2:78][CH:77]([C:60]2[CH:59]=[CH:58][C:57]([C:54]([NH2:55])=[O:56])=[C:62]([NH:47][C:44]3[CH:45]=[N:46][C:41]([N:39]4[CH2:38][C@H:37]([CH3:48])[O:36][C@H:35]([CH3:34])[CH2:40]4)=[CH:42][CH:43]=3)[N:61]=2)[CH2:82][CH2:81]1)(=[O:85])[CH:2]=[CH2:3], predict the reactants needed to synthesize it. The reactants are: Cl[C:2]1N=C(Cl)C=C[C:3]=1C(N)=O.CC1(C)C(C)(C)OB(C2CCN(C(OC(C)(C)C)=O)CC=2)O1.[CH3:34][C@H:35]1[CH2:40][N:39]([C:41]2[N:46]=[CH:45][C:44]([NH2:47])=[CH:43][CH:42]=2)[CH2:38][C@@H:37]([CH3:48])[O:36]1.C(O)(=O)C=C.[C:54]([C:57]1[CH:58]=[CH:59][C:60]([C:77]2[CH2:82][CH2:81][N:80]([C:83]([O:85]C(C)(C)C)=O)[CH2:79][CH:78]=2)=[N:61][C:62]=1NC1C=CC(CCN2CCCC2)=CC=1)(=[O:56])[NH2:55]. (2) Given the product [OH:1][CH:2]1[CH2:7][CH2:6][N:5]([CH2:8][C:9]2[CH:14]=[CH:13][CH:12]=[CH:11][CH:10]=2)[CH2:4][CH:3]1[C:15]([NH2:20])=[O:17], predict the reactants needed to synthesize it. The reactants are: [OH:1][CH:2]1[CH2:7][CH2:6][N:5]([CH2:8][C:9]2[CH:14]=[CH:13][CH:12]=[CH:11][CH:10]=2)[CH2:4][CH:3]1[C:15]([OH:17])=O.C([N:20](CC)CC)C.ON1C2N=CC=CC=2N=N1.Cl.CN(C)CCCN=C=NCC.C(=O)(O)[O-].[NH4+]. (3) Given the product [CH3:1][O:2][C:3]1[CH:32]=[C:31]([O:33][CH3:34])[CH:30]=[CH:29][C:4]=1[CH2:5][N:6]1[C:10]([C:11]2[C:19]3[C:14](=[N:15][CH:16]=[CH:17][CH:18]=3)[N:13]([CH2:20][C:21]3[CH:26]=[CH:25][CH:24]=[CH:23][C:22]=3[F:27])[N:12]=2)=[N:9][N:8]([CH2:49][C:50]([F:53])([F:52])[F:51])[C:7]1=[O:28], predict the reactants needed to synthesize it. The reactants are: [CH3:1][O:2][C:3]1[CH:32]=[C:31]([O:33][CH3:34])[CH:30]=[CH:29][C:4]=1[CH2:5][N:6]1[C:10]([C:11]2[C:19]3[C:14](=[N:15][CH:16]=[CH:17][CH:18]=3)[N:13]([CH2:20][C:21]3[CH:26]=[CH:25][CH:24]=[CH:23][C:22]=3[F:27])[N:12]=2)=[N:9][NH:8][C:7]1=[O:28].C(=O)([O-])[O-].[Cs+].[Cs+].ClC(S(O[CH2:49][C:50]([F:53])([F:52])[F:51])(=O)=O)(Cl)Cl. (4) Given the product [CH2:10]([Br:13])/[CH:9]=[C:7](/[CH2:6][CH2:5][CH:4]=[C:2]([CH3:3])[CH3:1])\[CH3:8], predict the reactants needed to synthesize it. The reactants are: [CH3:1][C:2](=[CH:4][CH2:5][CH2:6]/[C:7](=[CH:9]/[CH2:10]O)/[CH3:8])[CH3:3].P(Br)(Br)[Br:13]. (5) Given the product [Cl:36][C:37]([Cl:42])([Cl:41])[C:38]([C:27]1[N:19]2[C:18]([CH2:17][N:16]([C:14]([C:10]3[CH:9]=[C:8]([C:3]4[CH:4]=[CH:5][CH:6]=[CH:7][C:2]=4[CH3:1])[CH:13]=[CH:12][CH:11]=3)=[O:15])[C:22]3[CH:23]=[CH:24][CH:25]=[CH:26][C:21]=3[CH2:20]2)=[CH:29][CH:28]=1)=[O:39], predict the reactants needed to synthesize it. The reactants are: [CH3:1][C:2]1[CH:7]=[CH:6][CH:5]=[CH:4][C:3]=1[C:8]1[CH:13]=[CH:12][CH:11]=[C:10]([C:14]([N:16]2[C:22]3[CH:23]=[CH:24][CH:25]=[CH:26][C:21]=3[CH2:20][N:19]3[CH:27]=[CH:28][CH:29]=[C:18]3[CH2:17]2)=[O:15])[CH:9]=1.C(=O)([O-])[O-].[Na+].[Na+].[Cl:36][C:37]([Cl:42])([Cl:41])[C:38](Cl)=[O:39].